Dataset: Forward reaction prediction with 1.9M reactions from USPTO patents (1976-2016). Task: Predict the product of the given reaction. (1) The product is: [C:1]1([S:7]([C:10]([CH:19]2[CH2:31][C:22]3[NH:23][C:24]4[CH:25]=[CH:26][C:27]([Cl:30])=[CH:28][C:29]=4[C:21]=3[CH2:20]2)([F:18])[C:11]2[O:15][N:14]=[C:13]([CH2:16][NH:17][C:41](=[O:43])[CH3:42])[N:12]=2)(=[O:9])=[O:8])[CH:2]=[CH:3][CH:4]=[CH:5][CH:6]=1. Given the reactants [C:1]1([S:7]([C:10]([CH:19]2[CH2:31][C:22]3[NH:23][C:24]4[CH:25]=[CH:26][C:27]([Cl:30])=[CH:28][C:29]=4[C:21]=3[CH2:20]2)([F:18])[C:11]2[O:15][N:14]=[C:13]([CH2:16][NH2:17])[N:12]=2)(=[O:9])=[O:8])[CH:6]=[CH:5][CH:4]=[CH:3][CH:2]=1.CCN(C(C)C)C(C)C.[C:41](OC(=O)C)(=[O:43])[CH3:42], predict the reaction product. (2) Given the reactants [CH3:1][C@H:2]1[C@@H:6]([C:7]2[N:11]3[C:12]4[CH:18]=[CH:17][N:16]([S:19]([C:22]5[CH:28]=[CH:27][C:25]([CH3:26])=[CH:24][CH:23]=5)(=[O:21])=[O:20])[C:13]=4[N:14]=[CH:15][C:10]3=[CH:9][N:8]=2)[CH2:5][C@@H:4]([NH:29][S:30](N2CCOC2=O)(=[O:32])=[O:31])[CH2:3]1.Cl.CN.C(N[C@@H]1C[C@H](C(O)=O)[C@H](C)C1)(=O)C.[F:55][C:56]([F:63])([F:62])[C@H:57]1[CH2:61][CH2:60][CH2:59][NH:58]1, predict the reaction product. The product is: [CH3:1][C@H:2]1[C@@H:6]([C:7]2[N:11]3[C:12]4[CH:18]=[CH:17][N:16]([S:19]([C:22]5[CH:28]=[CH:27][C:25]([CH3:26])=[CH:24][CH:23]=5)(=[O:20])=[O:21])[C:13]=4[N:14]=[CH:15][C:10]3=[CH:9][N:8]=2)[CH2:5][C@@H:4]([NH:29][S:30]([N:58]2[CH2:59][CH2:60][CH2:61][C@@H:57]2[C:56]([F:63])([F:62])[F:55])(=[O:32])=[O:31])[CH2:3]1. (3) Given the reactants C([NH:5][C:6](=[O:41])[NH:7][C:8]1[CH:13]=[CH:12][C:11]([CH:14]2[CH2:19][CH2:18][CH:17]([N:20]3[CH2:23][CH:22]([NH:24][C:25]([CH2:27][NH:28][C:29](=[O:40])[C:30]4[CH:35]=[CH:34][CH:33]=[C:32]([C:36]([F:39])([F:38])[F:37])[CH:31]=4)=[O:26])[CH2:21]3)[CH2:16][CH2:15]2)=[CH:10][CH:9]=1)(C)(C)C.C(O)(C(F)(F)F)=O, predict the reaction product. The product is: [F:38][C:36]([F:37])([F:39])[C:32]1[CH:31]=[C:30]([CH:35]=[CH:34][CH:33]=1)[C:29]([NH:28][CH2:27][C:25](=[O:26])[NH:24][CH:22]1[CH2:21][N:20]([CH:17]2[CH2:16][CH2:15][CH:14]([C:11]3[CH:12]=[CH:13][C:8]([NH:7][C:6]([NH2:5])=[O:41])=[CH:9][CH:10]=3)[CH2:19][CH2:18]2)[CH2:23]1)=[O:40]. (4) The product is: [CH2:1]([O:3][C:4]([C:6]1[CH:7]=[N:8][C:9]2[C:14]([CH:15]=1)=[CH:13][CH:12]=[C:11]([NH:16][C:17]([C:18]1[C:19]([C:42]3[CH:43]=[CH:44][C:39]([C:35]([CH3:38])([CH3:37])[CH3:36])=[CH:40][CH:41]=3)=[CH:20][CH:21]=[CH:22][CH:23]=1)=[O:25])[CH:10]=2)=[O:5])[CH3:2]. Given the reactants [CH2:1]([O:3][C:4]([C:6]1[CH:7]=[N:8][C:9]2[C:14]([CH:15]=1)=[CH:13][CH:12]=[C:11]([NH:16][C:17](=[O:25])[C:18]1[CH:23]=[CH:22][CH:21]=[CH:20][C:19]=1Br)[CH:10]=2)=[O:5])[CH3:2].C(=O)([O-])[O-].[K+].[K+].ClCCl.[C:35]([C:39]1[CH:44]=[CH:43][C:42](B(O)O)=[CH:41][CH:40]=1)([CH3:38])([CH3:37])[CH3:36], predict the reaction product. (5) Given the reactants [H-].[Na+].Cl[CH2:4][C:5]([NH:7][C@H:8]([C:11]1[CH:16]=[CH:15][CH:14]=[CH:13][CH:12]=1)[CH2:9][OH:10])=[O:6], predict the reaction product. The product is: [C:11]1([C@H:8]2[NH:7][C:5](=[O:6])[CH2:4][O:10][CH2:9]2)[CH:16]=[CH:15][CH:14]=[CH:13][CH:12]=1.